Dataset: HIV replication inhibition screening data with 41,000+ compounds from the AIDS Antiviral Screen. Task: Binary Classification. Given a drug SMILES string, predict its activity (active/inactive) in a high-throughput screening assay against a specified biological target. (1) The compound is CC1(Br)C(=O)NC(=O)N(C2CC(F)C(CO)O2)C1N=[N+]=[N-]. The result is 1 (active). (2) The result is 0 (inactive). The molecule is CN(C)CCNc1c2ccccc2nc2cccc([N+](=O)[O-])c12.Cl.